Dataset: Reaction yield outcomes from USPTO patents with 853,638 reactions. Task: Predict the reaction yield, written as a fraction of the theoretical maximum amount of product (1.0 means a 100% yield; for example, 0.34 means a 34% yield). (1) The reactants are C(=O)([O-])[O-].[Cs+].[Cs+].[CH2:7]([O:9][C:10]([C:12]1[C:21](=[O:22])[C:20]2[C:15](=[C:16](F)[CH:17]=[C:18]([I:23])[CH:19]=2)[N:14]([N:25]([CH2:27][CH:28]([C:36]([O:38][C:39]([CH3:42])([CH3:41])[CH3:40])=[O:37])[C:29]([O:31][C:32]([CH3:35])([CH3:34])[CH3:33])=[O:30])[CH3:26])[CH:13]=1)=[O:11])[CH3:8]. The catalyst is CS(C)=O.O.C(O)(=O)C. The product is [I:23][C:18]1[CH:17]=[C:16]2[C:15]3=[C:20]([C:21](=[O:22])[C:12]([C:10]([O:9][CH2:7][CH3:8])=[O:11])=[CH:13][N:14]3[N:25]([CH3:26])[CH2:27][C:28]2([C:36]([O:38][C:39]([CH3:42])([CH3:41])[CH3:40])=[O:37])[C:29]([O:31][C:32]([CH3:35])([CH3:34])[CH3:33])=[O:30])[CH:19]=1. The yield is 0.750. (2) The reactants are [Cl:1][C:2]1[C:3]([F:20])=[C:4](/[CH:8]=[C:9](/[C:12]2[CH:17]=[CH:16][C:15]([Cl:18])=[CH:14][C:13]=2[F:19])\[C:10]#[N:11])[CH:5]=[CH:6][CH:7]=1.[CH3:21][C:22]([CH3:32])([CH3:31])[CH2:23]/[CH:24]=[N:25]/[CH2:26][Si](C)(C)C.C(O)(=O)C.O. The catalyst is CN(C)P(N(C)C)(N(C)C)=O. The product is [Cl:1][C:2]1[C:3]([F:20])=[C:4]([CH:8]2[CH2:26][NH:25][CH:24]([CH2:23][C:22]([CH3:32])([CH3:31])[CH3:21])[C:9]2([C:12]2[CH:17]=[CH:16][C:15]([Cl:18])=[CH:14][C:13]=2[F:19])[C:10]#[N:11])[CH:5]=[CH:6][CH:7]=1. The yield is 0.240.